Dataset: Catalyst prediction with 721,799 reactions and 888 catalyst types from USPTO. Task: Predict which catalyst facilitates the given reaction. (1) Reactant: [CH2:1]([O:8][C:9]([NH:11][C@H:12]([C:17]([N:19]1[CH2:27][C@H:26]([O:28][CH2:29][C:30]#[C:31][C:32]2[CH:37]=[CH:36][CH:35]=[CH:34][C:33]=2Br)[CH2:25][C@H:20]1[C:21]([O:23][CH3:24])=[O:22])=[O:18])[C:13]([CH3:16])([CH3:15])[CH3:14])=[O:10])[CH2:2][CH2:3][CH2:4][CH2:5][CH:6]=[CH2:7].[CH:39]([Sn](CCCC)(CCCC)CCCC)=[CH2:40]. Product: [CH2:1]([O:8][C:9]([NH:11][C@H:12]([C:17]([N:19]1[CH2:27][C@H:26]([O:28][CH2:29][C:30]#[C:31][C:32]2[CH:37]=[CH:36][CH:35]=[CH:34][C:33]=2[CH:39]=[CH2:40])[CH2:25][C@H:20]1[C:21]([O:23][CH3:24])=[O:22])=[O:18])[C:13]([CH3:16])([CH3:15])[CH3:14])=[O:10])[CH2:2][CH2:3][CH2:4][CH2:5][CH:6]=[CH2:7]. The catalyst class is: 109. (2) Reactant: FC(F)(F)C(O)=O.[NH2:8][C@@H:9]([C:25]1[CH:30]=[CH:29][CH:28]=[CH:27][CH:26]=1)[C:10]([NH:12][CH2:13][CH2:14][NH:15][C:16]1[C:20]2[CH:21]=[CH:22][CH:23]=[CH:24][C:19]=2[S:18][N:17]=1)=[O:11].C(N(CC)CC)C.[C:38]1([S:44](Cl)(=[O:46])=[O:45])[CH:43]=[CH:42][CH:41]=[CH:40][CH:39]=1. Product: [S:18]1[C:19]2[CH:24]=[CH:23][CH:22]=[CH:21][C:20]=2[C:16]([NH:15][CH2:14][CH2:13][NH:12][C:10](=[O:11])[C@H:9]([C:25]2[CH:30]=[CH:29][CH:28]=[CH:27][CH:26]=2)[NH:8][S:44]([C:38]2[CH:43]=[CH:42][CH:41]=[CH:40][CH:39]=2)(=[O:46])=[O:45])=[N:17]1. The catalyst class is: 4. (3) Reactant: [Cl:1][CH2:2][C:3]([N:5]1[C@@H:12]([C:13]#[C:14][CH3:15])[CH2:11][CH2:10][C@H:6]1[C:7](O)=[O:8])=[O:4].C[N:17]1CCOCC1.ClC(OCC(C)C)=O.N.O1CCOCC1. Product: [Cl:1][CH2:2][C:3]([N:5]1[C@@H:12]([C:13]#[C:14][CH3:15])[CH2:11][CH2:10][C@H:6]1[C:7]([NH2:17])=[O:8])=[O:4]. The catalyst class is: 473. (4) Reactant: [CH3:1][C:2]([CH3:56])([CH2:10][C:11]([O:13][C@H:14]1[CH2:31][CH2:30][C@@:29]2([CH3:32])[C@@H:16]([CH2:17][CH2:18][C@:19]3([CH3:53])[C@@H:28]2[CH2:27][CH2:26][C@H:25]2[C@@:20]3([CH3:52])[CH2:21][CH2:22][C@@:23]3(/[CH:40]=[CH:41]/[C:42]([NH:44][CH2:45][CH:46]4[CH2:51][CH2:50][CH2:49][CH2:48][CH2:47]4)=[O:43])[CH2:35][C:34](=[O:36])[C:33]([CH:37]([CH3:39])[CH3:38])=[C:24]32)[C:15]1([CH3:55])[CH3:54])=[O:12])[C:3]([O:5]C(C)(C)C)=[O:4].C(O)(C(F)(F)F)=O. Product: [CH:46]1([CH2:45][NH:44][C:42](=[O:43])/[CH:41]=[CH:40]/[C@:23]23[CH2:35][C:34](=[O:36])[C:33]([CH:37]([CH3:38])[CH3:39])=[C:24]2[C@@H:25]2[C@@:20]([CH3:52])([CH2:21][CH2:22]3)[C@@:19]3([CH3:53])[C@@H:28]([C@:29]4([CH3:32])[C@@H:16]([CH2:17][CH2:18]3)[C:15]([CH3:54])([CH3:55])[C@@H:14]([O:13][C:11](=[O:12])[CH2:10][C:2]([CH3:1])([CH3:56])[C:3]([OH:5])=[O:4])[CH2:31][CH2:30]4)[CH2:27][CH2:26]2)[CH2:51][CH2:50][CH2:49][CH2:48][CH2:47]1. The catalyst class is: 2.